Dataset: Full USPTO retrosynthesis dataset with 1.9M reactions from patents (1976-2016). Task: Predict the reactants needed to synthesize the given product. Given the product [CH3:21][CH:17]([CH2:16][N:13]1[CH2:14][CH2:15][N:10]([C:7]2[CH:8]=[CH:9][C:4]([C:3]([F:22])([F:2])[F:23])=[CH:5][CH:6]=2)[CH2:11][CH2:12]1)[C:18]([N:71]1[CH2:70][CH2:69][CH:68]([NH:67][C:64]2[CH:65]=[CH:66][C:61]([N+:58]([O-:60])=[O:59])=[C:62]([C:74]([F:77])([F:75])[F:76])[CH:63]=2)[CH2:73][CH2:72]1)=[O:19], predict the reactants needed to synthesize it. The reactants are: [Li+].[F:2][C:3]([F:23])([F:22])[C:4]1[CH:9]=[CH:8][C:7]([N:10]2[CH2:15][CH2:14][N:13]([CH2:16][CH:17]([CH3:21])[C:18]([O-])=[O:19])[CH2:12][CH2:11]2)=[CH:6][CH:5]=1.C(N(C(C)C)CC)(C)C.F[P-](F)(F)(F)(F)F.CN(C)C(ON1C2C=CC=CC=2N=N1)=[N+](C)C.Cl.[N+:58]([C:61]1[CH:66]=[CH:65][C:64]([NH:67][CH:68]2[CH2:73][CH2:72][NH:71][CH2:70][CH2:69]2)=[CH:63][C:62]=1[C:74]([F:77])([F:76])[F:75])([O-:60])=[O:59].